This data is from Full USPTO retrosynthesis dataset with 1.9M reactions from patents (1976-2016). The task is: Predict the reactants needed to synthesize the given product. The reactants are: [CH3:1][Si:2]([CH3:23])([CH3:22])[CH2:3][CH2:4][O:5][C:6](=[O:21])[N:7]([CH2:9][C@@H:10]([N:18]=[C:19]=[S:20])[CH2:11][CH:12]1[CH2:17][CH2:16][CH2:15][CH2:14][CH2:13]1)[CH3:8].[N:24]#[C:25][NH2:26].[Na]. Given the product [C:25]([NH:26][C:19]([NH:18][C@@H:10]([CH2:11][CH:12]1[CH2:13][CH2:14][CH2:15][CH2:16][CH2:17]1)[CH2:9][N:7]([CH3:8])[C:6]([O:5][CH2:4][CH2:3][Si:2]([CH3:1])([CH3:22])[CH3:23])=[O:21])=[S:20])#[N:24], predict the reactants needed to synthesize it.